From a dataset of TCR-epitope binding with 47,182 pairs between 192 epitopes and 23,139 TCRs. Binary Classification. Given a T-cell receptor sequence (or CDR3 region) and an epitope sequence, predict whether binding occurs between them. The epitope is EEHVQIHTI. The TCR CDR3 sequence is CASSLEHITAEQYF. Result: 1 (the TCR binds to the epitope).